From a dataset of NCI-60 drug combinations with 297,098 pairs across 59 cell lines. Regression. Given two drug SMILES strings and cell line genomic features, predict the synergy score measuring deviation from expected non-interaction effect. (1) Drug 1: C1CCN(CC1)CCOC2=CC=C(C=C2)C(=O)C3=C(SC4=C3C=CC(=C4)O)C5=CC=C(C=C5)O. Drug 2: C1=CC(=CC=C1CCC2=CNC3=C2C(=O)NC(=N3)N)C(=O)NC(CCC(=O)O)C(=O)O. Cell line: SF-268. Synergy scores: CSS=9.71, Synergy_ZIP=-6.43, Synergy_Bliss=-6.32, Synergy_Loewe=-10.5, Synergy_HSA=-7.30. (2) Drug 1: CN1C(=O)N2C=NC(=C2N=N1)C(=O)N. Drug 2: C1=CN(C=N1)CC(O)(P(=O)(O)O)P(=O)(O)O. Cell line: A498. Synergy scores: CSS=-3.39, Synergy_ZIP=2.89, Synergy_Bliss=1.90, Synergy_Loewe=-4.80, Synergy_HSA=-3.24.